This data is from Forward reaction prediction with 1.9M reactions from USPTO patents (1976-2016). The task is: Predict the product of the given reaction. (1) Given the reactants [H-].[Al+3].[Li+].[H-].[H-].[H-].[O:7]([CH:25]([C:29]1[CH:34]=[CH:33][N:32]=[CH:31][CH:30]=1)[CH2:26][C:27]#[N:28])[Si:8]([C:21]([CH3:24])([CH3:23])[CH3:22])([C:15]1[CH:20]=[CH:19][CH:18]=[CH:17][CH:16]=1)[C:9]1[CH:14]=[CH:13][CH:12]=[CH:11][CH:10]=1.C(OCC)(=O)C.[OH-].[Na+], predict the reaction product. The product is: [Si:8]([O:7][CH:25]([C:29]1[CH:34]=[CH:33][N:32]=[CH:31][CH:30]=1)[CH2:26][CH2:27][NH2:28])([C:21]([CH3:23])([CH3:24])[CH3:22])([C:15]1[CH:20]=[CH:19][CH:18]=[CH:17][CH:16]=1)[C:9]1[CH:10]=[CH:11][CH:12]=[CH:13][CH:14]=1. (2) Given the reactants [Cl:1][C:2]1[CH:10]=[CH:9][C:8]2[CH2:7][CH:6]([C:11](O)=[O:12])[CH2:5][C:4]=2[N:3]=1.[H-].[Al+3].[Li+].[H-].[H-].[H-].O.[OH-].[Na+], predict the reaction product. The product is: [Cl:1][C:2]1[CH:10]=[CH:9][C:8]2[CH2:7][CH:6]([CH2:11][OH:12])[CH2:5][C:4]=2[N:3]=1. (3) The product is: [F:1][C:2]1([F:19])[CH2:7][CH2:6][C:5]([C:8]([O:10][CH2:11][C:12]2[CH:13]=[CH:14][CH:15]=[CH:16][CH:17]=2)=[O:9])=[CH:4][CH2:3]1. Given the reactants [F:1][C:2]1([F:19])[CH2:7][CH2:6][C:5](O)([C:8]([O:10][CH2:11][C:12]2[CH:17]=[CH:16][CH:15]=[CH:14][CH:13]=2)=[O:9])[CH2:4][CH2:3]1.P(Cl)(Cl)(Cl)=O.[Cl-].[NH4+], predict the reaction product. (4) The product is: [C:18]1([O:24][P:14]([CH2:13][CH2:12][NH2:11])(=[O:15])[O:16][C:34]2[CH:35]=[CH:36][CH:37]=[CH:38][CH:39]=2)[CH:23]=[CH:22][CH:21]=[CH:20][CH:19]=1. Given the reactants C([NH:11][CH2:12][CH2:13][P:14](=O)([OH:16])[OH:15])(OCC1C=CC=CC=1)=O.[C:18]1([OH:24])[CH:23]=[CH:22][CH:21]=[CH:20][CH:19]=1.[CH:34]1(N=C=N[CH:34]2[CH2:39][CH2:38][CH2:37][CH2:36][CH2:35]2)[CH2:39][CH2:38][CH2:37][CH2:36][CH2:35]1, predict the reaction product. (5) Given the reactants [CH2:1]([O:3][C:4](=[O:29])[CH2:5][CH:6]([C:22]1[CH:23]=[N:24][C:25]([CH3:28])=[N:26][CH:27]=1)[CH2:7][CH2:8][CH2:9][CH2:10][CH2:11][CH2:12][CH2:13][NH:14]C(OC(C)(C)C)=O)[CH3:2].Cl, predict the reaction product. The product is: [CH2:1]([O:3][C:4](=[O:29])[CH2:5][CH:6]([C:22]1[CH:23]=[N:24][C:25]([CH3:28])=[N:26][CH:27]=1)[CH2:7][CH2:8][CH2:9][CH2:10][CH2:11][CH2:12][CH2:13][NH2:14])[CH3:2]. (6) Given the reactants [OH:1][C@H:2]1[CH2:6][CH2:5][N:4]([C:7]2[CH:14]=[CH:13][CH:12]=[C:11]([C:15]([F:18])([F:17])[F:16])[C:8]=2[CH:9]=O)[CH2:3]1.[N:19]1([C:25]([O:27][C:28]([CH3:31])([CH3:30])[CH3:29])=[O:26])[CH2:24][CH2:23][NH:22][CH2:21][CH2:20]1.[BH-](OC(C)=O)(OC(C)=O)OC(C)=O.[Na+], predict the reaction product. The product is: [OH:1][C@H:2]1[CH2:6][CH2:5][N:4]([C:7]2[CH:14]=[CH:13][CH:12]=[C:11]([C:15]([F:18])([F:17])[F:16])[C:8]=2[CH2:9][N:22]2[CH2:21][CH2:20][N:19]([C:25]([O:27][C:28]([CH3:31])([CH3:30])[CH3:29])=[O:26])[CH2:24][CH2:23]2)[CH2:3]1.